From a dataset of Full USPTO retrosynthesis dataset with 1.9M reactions from patents (1976-2016). Predict the reactants needed to synthesize the given product. (1) Given the product [CH:28]1([C:26]2[N:25]=[C:24]([O:31][C:32]3[CH:41]=[C:40]([CH3:42])[C:35]4[NH:36][C:37](=[O:39])[O:38][C:34]=4[CH:33]=3)[CH:23]=[C:22]([N:17]3[CH2:18][CH2:19][CH:14]([N:10]4[CH2:9][CH2:8][C:7]5[CH:20]=[C:3]([O:2][CH3:1])[CH:4]=[CH:5][C:6]=5[NH:12][C:11]4=[O:13])[CH2:15][CH2:16]3)[N:27]=2)[CH2:30][CH2:29]1, predict the reactants needed to synthesize it. The reactants are: [CH3:1][O:2][C:3]1[CH:4]=[CH:5][C:6]2[NH:12][C:11](=[O:13])[N:10]([CH:14]3[CH2:19][CH2:18][NH:17][CH2:16][CH2:15]3)[CH2:9][CH2:8][C:7]=2[CH:20]=1.Cl[C:22]1[N:27]=[C:26]([CH:28]2[CH2:30][CH2:29]2)[N:25]=[C:24]([O:31][C:32]2[CH:41]=[C:40]([CH3:42])[C:35]3[NH:36][C:37](=[O:39])[O:38][C:34]=3[CH:33]=2)[CH:23]=1.CCN(C(C)C)C(C)C.O. (2) Given the product [Cl:25][C:23]1[CH:22]=[CH:21][C:19]2[S:20][CH:16]=[C:17]([CH2:27][N:1]3[C:11]4[C:6](=[CH:7][CH:8]=[CH:9][CH:10]=4)[C:4](=[O:5])[C:2]3=[O:3])[C:18]=2[CH:24]=1, predict the reactants needed to synthesize it. The reactants are: [NH:1]1[C:11]2[C:6](=[CH:7][CH:8]=[CH:9][CH:10]=2)[C:4](=[O:5])[C:2]1=[O:3].[H-].[Na+].BrC[C:16]1[S:20][C:19]2[CH:21]=[CH:22][C:23]([Cl:25])=[CH:24][C:18]=2[CH:17]=1.O1CCOC[CH2:27]1. (3) The reactants are: Cl[C:2]1[C:3]([N+:9]([O-:11])=[O:10])=[C:4]([CH:6]=[CH:7][CH:8]=1)[NH2:5].C(=O)([O-])[O-].[K+].[K+].[N:18]1([CH2:24][CH2:25][N:26]2[CH2:31][CH2:30][O:29][CH2:28][CH2:27]2)[CH2:23][CH2:22][NH:21][CH2:20][CH2:19]1. Given the product [N:26]1([CH2:25][CH2:24][N:18]2[CH2:19][CH2:20][N:21]([C:2]3[C:3]([N+:9]([O-:11])=[O:10])=[C:4]([CH:6]=[CH:7][CH:8]=3)[NH2:5])[CH2:22][CH2:23]2)[CH2:27][CH2:28][O:29][CH2:30][CH2:31]1, predict the reactants needed to synthesize it. (4) Given the product [Br:1][C:2]1[CH:7]=[CH:6][C:5]([Br:8])=[C:4]2[C:3]=1[N:10]=[C:21]([C:15]1[CH:20]=[CH:19][CH:18]=[CH:17][CH:16]=1)[C:23]([C:25]1[CH:30]=[CH:29][CH:28]=[CH:27][CH:26]=1)=[N:9]2, predict the reactants needed to synthesize it. The reactants are: [Br:1][C:2]1[C:3]([NH2:10])=[C:4]([NH2:9])[C:5]([Br:8])=[CH:6][CH:7]=1.C(O)(=O)C.[C:15]1([C:21]([C:23]([C:25]2[CH:30]=[CH:29][CH:28]=[CH:27][CH:26]=2)=O)=O)[CH:20]=[CH:19][CH:18]=[CH:17][CH:16]=1.C(=O)(O)[O-].[Na+]. (5) Given the product [O:2]=[C:3]1[C:5]2[CH:23]=[CH:22][CH:21]=[CH:20][C:6]=2[O:7][C:8]2[S:12][C:11]([C:13]([O:15][CH3:16])=[O:14])=[CH:10][C:9]=2[NH:17]1, predict the reactants needed to synthesize it. The reactants are: C[O:2][C:3]([C:5]1[CH:23]=[CH:22][CH:21]=[CH:20][C:6]=1[O:7][C:8]1[S:12][C:11]([C:13]([O:15][CH3:16])=[O:14])=[CH:10][C:9]=1[N+:17]([O-])=O)=O. (6) Given the product [CH2:39]([O:41][P:42]([C:47]([C:48]1[CH:49]=[CH:50][C:51]([CH2:54][C:55](=[O:56])[NH:8][C@H:9]([C:10](=[O:11])[NH:12][C@H:13]([C:29](=[O:31])[NH2:30])[CH2:14][C:15]2[CH:16]=[CH:17][C:18]([CH:21]3[S:25](=[O:27])(=[O:26])[NH:24][C:23](=[O:28])[CH2:22]3)=[CH:19][CH:20]=2)[CH2:32][C:33]2[CH:34]=[CH:35][CH:36]=[CH:37][CH:38]=2)=[CH:52][CH:53]=1)([F:59])[F:58])(=[O:43])[O:44][CH2:45][CH3:46])[CH3:40], predict the reactants needed to synthesize it. The reactants are: FC(F)(F)C(O)=O.[NH2:8][C@@H:9]([CH2:32][C:33]1[CH:38]=[CH:37][CH:36]=[CH:35][CH:34]=1)[C:10]([NH:12][C@H:13]([C:29](=[O:31])[NH2:30])[CH2:14][C:15]1[CH:20]=[CH:19][C:18]([CH:21]2[S:25](=[O:27])(=[O:26])[NH:24][C:23](=[O:28])[CH2:22]2)=[CH:17][CH:16]=1)=[O:11].[CH2:39]([O:41][P:42]([C:47]([F:59])([F:58])[C:48]1[CH:53]=[CH:52][C:51]([CH2:54][C:55](O)=[O:56])=[CH:50][CH:49]=1)([O:44][CH2:45][CH3:46])=[O:43])[CH3:40]. (7) The reactants are: [Br:1][C:2]1[CH:21]=[CH:20][C:5]([CH2:6][CH:7]2[C:14]3[CH:13]=[C:12]([C:15]([O:17][CH3:18])=[O:16])[NH:11][C:10]=3[C:9](=O)[CH2:8]2)=[CH:4][CH:3]=1.[B][B][B][B][B][B][B][B][B][B]. Given the product [Br:1][C:2]1[CH:3]=[CH:4][C:5]([CH2:6][CH:7]2[C:14]3[CH:13]=[C:12]([C:15]([O:17][CH3:18])=[O:16])[NH:11][C:10]=3[CH2:9][CH2:8]2)=[CH:20][CH:21]=1, predict the reactants needed to synthesize it. (8) Given the product [C:32]([N:29]1[CH2:30][CH2:31][C@H:27]([NH:26][C:9]2[CH:8]=[CH:7][C:3]([C:4]([NH2:6])=[O:5])=[C:2]([O:25][C:22]3[CH:21]=[CH:20][C:19]([O:12][C:13]4[CH:18]=[CH:17][CH:16]=[CH:15][CH:14]=4)=[CH:24][CH:23]=3)[N:10]=2)[CH2:28]1)(=[O:34])[CH:39]=[CH2:40], predict the reactants needed to synthesize it. The reactants are: Cl[C:2]1[N:10]=[C:9](Cl)[CH:8]=[CH:7][C:3]=1[C:4]([NH2:6])=[O:5].[O:12]([C:19]1[CH:24]=[CH:23][C:22]([OH:25])=[CH:21][CH:20]=1)[C:13]1[CH:18]=[CH:17][CH:16]=[CH:15][CH:14]=1.[NH2:26][C@H:27]1[CH2:31][CH2:30][N:29]([C:32]([O:34]C(C)(C)C)=O)[CH2:28]1.[C:39](O)(=O)[CH:40]=C. (9) Given the product [CH2:45]([O:44][C:43]1[CH:42]=[CH:41][C:37]([C:38]([N:9]2[CH2:10][C@H:6]([O:5][CH2:1][CH:2]([CH3:4])[CH3:3])[CH2:7][C@H:8]2[CH2:11][CH2:12][CH2:13][CH:14]([CH3:16])[CH3:15])=[O:39])=[CH:36][C:35]=1[CH2:34][C:32]([O:31][CH2:24][C:25]1[CH:26]=[CH:27][CH:28]=[CH:29][CH:30]=1)=[O:33])[CH:46]([CH3:48])[CH3:47], predict the reactants needed to synthesize it. The reactants are: [CH2:1]([O:5][C@H:6]1[CH2:10][NH:9][C@H:8]([CH2:11][CH2:12][CH2:13][CH:14]([CH3:16])[CH3:15])[CH2:7]1)[CH:2]([CH3:4])[CH3:3].C(N(CC)CC)C.[CH2:24]([O:31][C:32]([CH2:34][C:35]1[CH:36]=[C:37]([CH:41]=[CH:42][C:43]=1[O:44][CH2:45][CH:46]([CH3:48])[CH3:47])[C:38](Cl)=[O:39])=[O:33])[C:25]1[CH:30]=[CH:29][CH:28]=[CH:27][CH:26]=1.Cl. (10) Given the product [CH3:31][C:24]1[CH2:25][CH2:26][CH2:27][C:28]([CH3:29])([CH3:30])[C:23]=1/[CH:22]=[CH:21]/[C:20](/[CH3:32])=[CH:19]/[CH:18]=[CH:17]/[C:16](/[CH3:33])=[CH:15]/[C:14]([OH:34])=[O:13], predict the reactants needed to synthesize it. The reactants are: [N+](C1C=CC(OC(OC[O:13][C:14](=[O:34])/[CH:15]=[C:16](\[CH3:33])/[CH:17]=[CH:18]/[CH:19]=[C:20](\[CH3:32])/[CH:21]=[CH:22]/[C:23]2[C:28]([CH3:30])([CH3:29])[CH2:27][CH2:26][CH2:25][C:24]=2[CH3:31])=O)=CC=1)([O-])=O.C(NC1C=CC(C(NC2C=CC=CC=2NC(=O)CN)=O)=CC=1)(=O)C.CCN(CC)CC.